From a dataset of Reaction yield outcomes from USPTO patents with 853,638 reactions. Predict the reaction yield, written as a fraction of the theoretical maximum amount of product (1.0 means a 100% yield; for example, 0.34 means a 34% yield). (1) The reactants are [CH2:1]([Li])[CH2:2][CH2:3][CH3:4].[C:6]([C:9]1[C:10]([O:27][CH2:28][C:29]2[CH:34]=[CH:33][CH:32]=[CH:31][CH:30]=2)=[CH:11][C:12]([O:19]CC2C=CC=CC=2)=[C:13]([CH:18]=1)[C:14]([O:16][CH3:17])=[O:15])(=O)[CH3:7].[CH3:35]O.O1C[CH2:40][CH2:39][CH2:38]1. The catalyst is [Br-].C[P+](C1C=CC=CC=1)(C1C=CC=CC=1)C1C=CC=CC=1. The product is [CH2:1]([O:19][C:12]1[CH:11]=[C:10]([O:27][CH2:28][C:29]2[CH:34]=[CH:33][CH:32]=[CH:31][CH:30]=2)[C:9]([C:6]([CH3:35])=[CH2:7])=[CH:18][C:13]=1[C:14]([O:16][CH3:17])=[O:15])[C:2]1[CH:40]=[CH:39][CH:38]=[CH:4][CH:3]=1. The yield is 0.360. (2) The reactants are Br[C:2]1[CH:3]=[CH:4][C:5]2[O:11][CH2:10][CH2:9][N:8]3[CH:12]=[C:13]([C:15]4[N:19]([CH:20]([CH3:22])[CH3:21])[N:18]=[C:17]([NH2:23])[N:16]=4)[N:14]=[C:7]3[C:6]=2[CH:24]=1.[C:25]1(B(O)O)[CH:30]=[CH:29][CH:28]=[CH:27][CH:26]=1.C([O-])([O-])=O.[Cs+].[Cs+].O. The catalyst is O1CCOCC1.C1C=CC(P(C2C=CC=CC=2)[C-]2C=CC=C2)=CC=1.C1C=CC(P(C2C=CC=CC=2)[C-]2C=CC=C2)=CC=1.Cl[Pd]Cl.[Fe+2]. The product is [CH:20]([N:19]1[C:15]([C:13]2[N:14]=[C:7]3[C:6]4[CH:24]=[C:2]([C:25]5[CH:30]=[CH:29][CH:28]=[CH:27][CH:26]=5)[CH:3]=[CH:4][C:5]=4[O:11][CH2:10][CH2:9][N:8]3[CH:12]=2)=[N:16][C:17]([NH2:23])=[N:18]1)([CH3:22])[CH3:21]. The yield is 0.180.